Task: Predict which catalyst facilitates the given reaction.. Dataset: Catalyst prediction with 721,799 reactions and 888 catalyst types from USPTO (1) Reactant: [Br:1][C:2]1[CH:14]=[C:13]2[C:5]([C:6]3[CH:7]=[CH:8][C:9]([C:15]([O:17][CH3:18])=[O:16])=[CH:10][C:11]=3[NH:12]2)=[C:4]([C:19]#[N:20])[CH:3]=1.Br[CH2:22][CH:23]1[CH2:28][CH2:27][O:26][CH2:25][CH2:24]1.C([O-])([O-])=O.[Cs+].[Cs+].O. Product: [Br:1][C:2]1[CH:14]=[C:13]2[C:5]([C:6]3[CH:7]=[CH:8][C:9]([C:15]([O:17][CH3:18])=[O:16])=[CH:10][C:11]=3[N:12]2[CH2:22][CH:23]2[CH2:28][CH2:27][O:26][CH2:25][CH2:24]2)=[C:4]([C:19]#[N:20])[CH:3]=1. The catalyst class is: 3. (2) Product: [CH3:1][N:2]([C:3]1[CH:8]=[CH:7][CH:6]=[CH:5][N:4]=1)[CH2:9][CH2:10][O:11][C:12]1[CH:25]=[CH:24][C:15]([CH2:16][CH:17]2[S:21][C:20](=[O:22])[NH:19][C:18]2=[O:23])=[CH:14][CH:13]=1.[CH:27](/[C:26]([OH:33])=[O:32])=[CH:28]/[C:29]([OH:31])=[O:30]. The catalyst class is: 5. Reactant: [CH3:1][N:2]([CH2:9][CH2:10][O:11][C:12]1[CH:25]=[CH:24][C:15]([CH2:16][CH:17]2[S:21][C:20](=[O:22])[NH:19][C:18]2=[O:23])=[CH:14][CH:13]=1)[C:3]1[CH:8]=[CH:7][CH:6]=[CH:5][N:4]=1.[C:26]([OH:33])(=[O:32])/[CH:27]=[CH:28]\[C:29]([OH:31])=[O:30]. (3) Reactant: [NH2:1][C:2]1[CH:29]=[CH:28][C:5]([CH2:6][N:7]2[CH2:12][CH2:11][CH:10]([NH:13][C:14]([C:16]3[O:17][C:18]4[C:23]([C:24](=[O:26])[CH:25]=3)=[CH:22][CH:21]=[C:20]([F:27])[CH:19]=4)=[O:15])[CH2:9][CH2:8]2)=[CH:4][C:3]=1[F:30].[C:31]([O:34][CH2:35][C:36](O)=[O:37])(=[O:33])[CH3:32].CCN=C=NCCCN(C)C.C1C=CC2N(O)N=NC=2C=1.CN1CCOCC1. Product: [C:31]([O:34][CH2:35][C:36]([NH:1][C:2]1[CH:29]=[CH:28][C:5]([CH2:6][N:7]2[CH2:12][CH2:11][CH:10]([NH:13][C:14]([C:16]3[O:17][C:18]4[C:23]([C:24](=[O:26])[CH:25]=3)=[CH:22][CH:21]=[C:20]([F:27])[CH:19]=4)=[O:15])[CH2:9][CH2:8]2)=[CH:4][C:3]=1[F:30])=[O:37])(=[O:33])[CH3:32]. The catalyst class is: 3. (4) Reactant: [NH2:1][C:2]1[CH:7]=[CH:6][C:5]([N:8]([C:13]2[C:32]([CH:33]3[CH2:35][CH2:34]3)=[CH:31][C:16]3[C:17]([C:27](=[O:30])[NH:28][CH3:29])=[C:18]([C:20]4[CH:25]=[CH:24][C:23]([F:26])=[CH:22][CH:21]=4)[O:19][C:15]=3[CH:14]=2)[S:9]([CH3:12])(=[O:11])=[O:10])=[CH:4][C:3]=1[CH2:36][C:37](OC)=[O:38].[H-].[Al+3].[Li+].[H-].[H-].[H-].C1COCC1.CCCCCC.CCOC(C)=O. Product: [NH2:1][C:2]1[CH:7]=[CH:6][C:5]([N:8]([C:13]2[C:32]([CH:33]3[CH2:35][CH2:34]3)=[CH:31][C:16]3[C:17]([C:27]([NH:28][CH3:29])=[O:30])=[C:18]([C:20]4[CH:21]=[CH:22][C:23]([F:26])=[CH:24][CH:25]=4)[O:19][C:15]=3[CH:14]=2)[S:9]([CH3:12])(=[O:11])=[O:10])=[CH:4][C:3]=1[CH2:36][CH2:37][OH:38]. The catalyst class is: 1. (5) Reactant: CN(C(ON1N=NC2C=CC=NC1=2)=[N+](C)C)C.F[P-](F)(F)(F)(F)F.[CH3:25][O:26][CH2:27][C@@H:28]([O:30][C:31]1[CH:32]=[C:33]([CH:37]=[C:38]([O:40][CH2:41][C:42]2[CH:47]=[CH:46][CH:45]=[CH:44][CH:43]=2)[CH:39]=1)[C:34]([OH:36])=O)[CH3:29].[CH2:48]([N:50]1[CH:54]=[CH:53][C:52]([NH2:55])=[N:51]1)[CH3:49].CCN(C(C)C)C(C)C. Product: [CH2:48]([N:50]1[CH:54]=[CH:53][C:52]([NH:55][C:34](=[O:36])[C:33]2[CH:37]=[C:38]([O:40][CH2:41][C:42]3[CH:47]=[CH:46][CH:45]=[CH:44][CH:43]=3)[CH:39]=[C:31]([O:30][C@@H:28]([CH3:29])[CH2:27][O:26][CH3:25])[CH:32]=2)=[N:51]1)[CH3:49]. The catalyst class is: 399. (6) The catalyst class is: 5. Product: [F:3][C:4]1[CH:9]=[CH:8][CH:7]=[CH:6][C:5]=1[C:10]([CH3:16])([CH3:15])[C:11]([OH:13])=[O:12]. Reactant: [OH-].[Na+].[F:3][C:4]1[CH:9]=[CH:8][CH:7]=[CH:6][C:5]=1[C:10]([CH3:16])([CH3:15])[C:11]([O:13]C)=[O:12].Cl.